This data is from Reaction yield outcomes from USPTO patents with 853,638 reactions. The task is: Predict the reaction yield, written as a fraction of the theoretical maximum amount of product (1.0 means a 100% yield; for example, 0.34 means a 34% yield). (1) The reactants are C([Li])(C)(C)C.BrC1C(C)=CC(C)=CC=1C.[CH3:16][O:17][C:18]1[CH:23]=[CH:22][CH:21]=[CH:20][N:19]=1.CN([CH:27]=[O:28])C. The catalyst is C1COCC1. The product is [CH3:16][O:17][C:18]1[C:23]([CH:27]=[O:28])=[CH:22][CH:21]=[CH:20][N:19]=1. The yield is 0.745. (2) The catalyst is C1C=CC(/C=C/C(/C=C/C2C=CC=CC=2)=O)=CC=1.C1C=CC(/C=C/C(/C=C/C2C=CC=CC=2)=O)=CC=1.C1C=CC(/C=C/C(/C=C/C2C=CC=CC=2)=O)=CC=1.[Pd].[Pd].O1CCOCC1. The product is [Cl:8][C:6]1[CH:7]=[C:2]([NH:18][C:16]2[CH:15]=[CH:14][N:13]=[C:12]([CH3:11])[N:17]=2)[C:3]([O:9][CH3:10])=[N:4][CH:5]=1. The yield is 0.740. The reactants are Br[C:2]1[C:3]([O:9][CH3:10])=[N:4][CH:5]=[C:6]([Cl:8])[CH:7]=1.[CH3:11][C:12]1[N:17]=[C:16]([NH2:18])[CH:15]=[CH:14][N:13]=1.CC1(C)C2C(=C(P(C3C=CC=CC=3)C3C=CC=CC=3)C=CC=2)OC2C(P(C3C=CC=CC=3)C3C=CC=CC=3)=CC=CC1=2.C(=O)([O-])[O-].[Cs+].[Cs+]. (3) The reactants are [Cl:1][C:2]1[CH:3]=[C:4]([C:9](=O)[CH2:10][C:11](=O)[C:12]([F:15])([F:14])[F:13])[CH:5]=[CH:6][C:7]=1[Cl:8].[NH2:18][C:19]1[C:23]([C:24]2[CH:29]=[C:28]([CH3:30])[N:27]=[C:26]([CH3:31])[CH:25]=2)=[CH:22][NH:21][N:20]=1. No catalyst specified. The product is [Cl:1][C:2]1[CH:3]=[C:4]([C:9]2[CH:10]=[C:11]([C:12]([F:15])([F:14])[F:13])[N:20]3[N:21]=[CH:22][C:23]([C:24]4[CH:29]=[C:28]([CH3:30])[N:27]=[C:26]([CH3:31])[CH:25]=4)=[C:19]3[N:18]=2)[CH:5]=[CH:6][C:7]=1[Cl:8]. The yield is 0.480. (4) The reactants are [Cl:1][CH:2]([CH3:23])[C:3]([NH:5][C:6]1[C:7]([C:13]2[NH:14][C:15]3[C:20]([CH:21]=2)=[C:19]([F:22])[CH:18]=[CH:17][CH:16]=3)=[N:8][C:9]([Cl:12])=[CH:10][CH:11]=1)=O. The catalyst is O=P(Cl)(Cl)Cl. The product is [Cl:12][C:9]1[CH:10]=[CH:11][C:6]2[N:5]=[C:3]([CH:2]([Cl:1])[CH3:23])[N:14]3[C:15]4[CH:16]=[CH:17][CH:18]=[C:19]([F:22])[C:20]=4[CH:21]=[C:13]3[C:7]=2[N:8]=1. The yield is 0.380. (5) No catalyst specified. The product is [C:1]([O:5][C:6](=[O:36])[CH2:7][O:8][C:9]1([C:52]#[C:53][C:54]2[CH:59]=[CH:58][CH:57]=[C:56]([S:60]([CH2:63][CH2:64][CH3:65])(=[O:62])=[O:61])[CH:55]=2)[CH:14]=[CH:13][C:12]([C:15]2[S:19][CH:18]=[CH:21][CH:16]=2)=[CH:11][CH2:10]1)([CH3:2])([CH3:3])[CH3:4]. The yield is 0.990. The reactants are [C:1]([O:5][C:6](=[O:36])[CH2:7][O:8][C:9]1[CH:14]=[CH:13][C:12]([C:15]2[S:19][C:18](C)=N[C:16]=2[CH3:21])=[CH:11][C:10]=1C#CC1C=CC=C(S(CCC)(=O)=O)C=1)([CH3:4])([CH3:3])[CH3:2].C(OC(=O)COC1C=CC(Br)=CC=1[C:52]#[C:53][C:54]1[CH:59]=[CH:58][CH:57]=[C:56]([S:60]([CH2:63][CH2:64][CH3:65])(=[O:62])=[O:61])[CH:55]=1)(C)(C)C.CC1(C)C(C)(C)OB(C2SC=CC=2)O1. (6) The reactants are O[C:2]1[C:7]2[C@@:8]3(O)[C@@:21]([O:25][CH3:26])([C@H:22](O)[CH2:23][C:6]=2[CH:5]=[C:4]([CH3:46])[C:3]=1[C:47]([O:49]C)=[O:48])[C:20](=[O:27])[C:19]1[C:10](=[CH:11][C:12]2[C:13](=[O:43])[C:14](NC4C(OC)C(O)C(OC)C(C)O4)=[CH:15][C:16](=[O:29])[C:17]=2[C:18]=1O)[C:9]3=[O:44].[Cl-].[Li+]. The catalyst is CS(C)=O. The product is [CH3:26][O:25][C:21]12[C:20](=[O:27])[C:19]3[C:10](=[CH:11][C:12]4[C:13](=[O:43])[CH:14]=[CH:15][C:16](=[O:29])[C:17]=4[CH:18]=3)[C:9](=[O:44])[CH:8]1[C:7]1[CH:2]=[C:3]([C:47]([OH:49])=[O:48])[C:4]([CH3:46])=[CH:5][C:6]=1[CH2:23][CH2:22]2. The yield is 0.125.